Dataset: Peptide-MHC class II binding affinity with 134,281 pairs from IEDB. Task: Regression. Given a peptide amino acid sequence and an MHC pseudo amino acid sequence, predict their binding affinity value. This is MHC class II binding data. (1) The peptide sequence is KIPKKASEGAVDIIN. The MHC is DRB1_1602 with pseudo-sequence DRB1_1602. The binding affinity (normalized) is 0.148. (2) The peptide sequence is DESIFINKLNGAMVE. The MHC is DRB1_0401 with pseudo-sequence DRB1_0401. The binding affinity (normalized) is 0.585. (3) The peptide sequence is KAVEAYLVAHPDLYK. The MHC is HLA-DQA10501-DQB10201 with pseudo-sequence HLA-DQA10501-DQB10201. The binding affinity (normalized) is 0.438. (4) The peptide sequence is FAGAWCVPKVTFTVE. The MHC is DRB1_0802 with pseudo-sequence DRB1_0802. The binding affinity (normalized) is 0.0123. (5) The peptide sequence is YVGHDEFDAFVAYHI. The MHC is HLA-DQA10201-DQB10202 with pseudo-sequence HLA-DQA10201-DQB10202. The binding affinity (normalized) is 0.168. (6) The peptide sequence is ITEADLDDEQEILNY. The MHC is DRB1_0404 with pseudo-sequence DRB1_0404. The binding affinity (normalized) is 0. (7) The peptide sequence is KFFYLLGLSAIMQVF. The binding affinity (normalized) is 0.143. The MHC is DRB1_0301 with pseudo-sequence DRB1_0301.